From a dataset of Reaction yield outcomes from USPTO patents with 853,638 reactions. Predict the reaction yield, written as a fraction of the theoretical maximum amount of product (1.0 means a 100% yield; for example, 0.34 means a 34% yield). The reactants are FC(F)(F)S([O:6][Si:7]([CH:14]([CH3:16])[CH3:15])([CH:11]([CH3:13])[CH3:12])[CH:8]([CH3:10])[CH3:9])(=O)=O.[CH3:19][O:20][C:21]([C@:23]1([CH2:29]O)[CH2:27][CH2:26][CH2:25][N:24]1[CH3:28])=[O:22].CCN(CC)CC. The catalyst is C(Cl)Cl. The product is [CH3:19][O:20][C:21]([C@:23]1([CH2:29][O:6][Si:7]([CH:14]([CH3:16])[CH3:15])([CH:11]([CH3:13])[CH3:12])[CH:8]([CH3:10])[CH3:9])[CH2:27][CH2:26][CH2:25][N:24]1[CH3:28])=[O:22]. The yield is 0.650.